This data is from Catalyst prediction with 721,799 reactions and 888 catalyst types from USPTO. The task is: Predict which catalyst facilitates the given reaction. (1) Reactant: [CH3:1][C:2]1[CH:3]=[CH:4][C:5]([OH:24])=[C:6]([C@@H:8]([C:18]2[CH:19]=[CH:20][CH:21]=[CH:22][CH:23]=2)[CH2:9][CH2:10][N:11]([CH:15]([CH3:17])[CH3:16])[CH:12]([CH3:14])[CH3:13])[CH:7]=1.C[I:26].[C:27](#N)C. Product: [I-:26].[OH:24][C:5]1[CH:4]=[CH:3][C:2]([CH3:1])=[CH:7][C:6]=1[C@@H:8]([C:18]1[CH:19]=[CH:20][CH:21]=[CH:22][CH:23]=1)[CH2:9][CH2:10][N+:11]([CH:12]([CH3:13])[CH3:14])([CH:15]([CH3:17])[CH3:16])[CH3:27]. The catalyst class is: 11. (2) Reactant: [F:1][C:2]([F:21])([F:20])[O:3][C:4]1[CH:9]=[CH:8][C:7]([C:10]2[CH:11]=[CH:12][C:13]3[N:14]([C:16](=[O:19])[NH:17][N:18]=3)[CH:15]=2)=[CH:6][CH:5]=1.[F:22][C:23]1[CH:28]=[CH:27][CH:26]=[C:25]([F:29])[C:24]=1[CH2:30][CH2:31]O.C1C=CC(P(C2C=CC=CC=2)C2C=CC=CC=2)=CC=1.N(C(OCC)=O)=NC(OCC)=O. Product: [F:22][C:23]1[CH:28]=[CH:27][CH:26]=[C:25]([F:29])[C:24]=1[CH2:30][CH2:31][N:17]1[C:16](=[O:19])[N:14]2[CH:15]=[C:10]([C:7]3[CH:6]=[CH:5][C:4]([O:3][C:2]([F:1])([F:20])[F:21])=[CH:9][CH:8]=3)[CH:11]=[CH:12][C:13]2=[N:18]1. The catalyst class is: 1. (3) Reactant: CCCP(=O)=O.[CH3:7][O:8][CH2:9][CH2:10][O:11][CH2:12][C:13]1[CH:18]=[CH:17][C:16]([C@@H:19]2[C@@H:24]([O:25][CH2:26][C:27]3[CH:28]=[CH:29][C:30]4[O:35][CH2:34][CH2:33][N:32]([CH2:36][CH2:37][CH2:38][O:39][CH3:40])[C:31]=4[CH:41]=3)[CH2:23][N:22]([S:42]([C:45]3[CH:50]=[CH:49][C:48]([CH3:51])=[CH:47][CH:46]=3)(=[O:44])=[O:43])[CH2:21][C@H:20]2[O:52][CH2:53][C:54](O)=[O:55])=[CH:15][CH:14]=1.[NH:57]1[CH2:61][CH2:60][CH2:59][CH2:58]1.C(N(CC)CC)C. Product: [CH3:7][O:8][CH2:9][CH2:10][O:11][CH2:12][C:13]1[CH:18]=[CH:17][C:16]([C@@H:19]2[C@@H:24]([O:25][CH2:26][C:27]3[CH:28]=[CH:29][C:30]4[O:35][CH2:34][CH2:33][N:32]([CH2:36][CH2:37][CH2:38][O:39][CH3:40])[C:31]=4[CH:41]=3)[CH2:23][N:22]([S:42]([C:45]3[CH:46]=[CH:47][C:48]([CH3:51])=[CH:49][CH:50]=3)(=[O:44])=[O:43])[CH2:21][C@H:20]2[O:52][CH2:53][C:54]([N:57]2[CH2:61][CH2:60][CH2:59][CH2:58]2)=[O:55])=[CH:15][CH:14]=1. The catalyst class is: 646. (4) Reactant: [CH2:1]([O:3][C:4]1[CH:9]=[CH:8][N:7]=[CH:6][C:5]=1[NH2:10])[CH3:2].C(N(C(C)C)CC)(C)C.Cl[C:21](Cl)([O:23]C(=O)OC(Cl)(Cl)Cl)Cl.[CH3:32][O:33][C:34]1[CH:35]=[C:36]([C@@:42]23[CH2:50][CH2:49][C@@H:48]([NH2:51])[CH2:47][C@@H:46]2[N:45]([CH3:52])[CH2:44][CH2:43]3)[CH:37]=[CH:38][C:39]=1[O:40][CH3:41]. Product: [CH3:32][O:33][C:34]1[CH:35]=[C:36]([C@@:42]23[CH2:50][CH2:49][C@@H:48]([NH:51][C:21]([NH:10][C:5]4[CH:6]=[N:7][CH:8]=[CH:9][C:4]=4[O:3][CH2:1][CH3:2])=[O:23])[CH2:47][C@@H:46]2[N:45]([CH3:52])[CH2:44][CH2:43]3)[CH:37]=[CH:38][C:39]=1[O:40][CH3:41]. The catalyst class is: 2. (5) Reactant: [NH:1]([C:12]([O:14][CH2:15][C:16]1[CH:21]=[CH:20][CH:19]=[CH:18][CH:17]=1)=[O:13])[C@H:2]([C:4]([NH:6][C@H:7]([C:9]([OH:11])=[O:10])[CH3:8])=[O:5])[CH3:3].C1COCC1.O[N:28]1[C:32](=[O:33])[CH2:31][CH2:30][C:29]1=[O:34].C1(N=C=NC2CCCCC2)CCCCC1. Product: [NH:1]([C:12]([O:14][CH2:15][C:16]1[CH:21]=[CH:20][CH:19]=[CH:18][CH:17]=1)=[O:13])[C@H:2]([C:4]([NH:6][C@H:7]([C:9]([O:11][N:28]1[C:32](=[O:33])[CH2:31][CH2:30][C:29]1=[O:34])=[O:10])[CH3:8])=[O:5])[CH3:3]. The catalyst class is: 1. (6) Reactant: [Cl:1][C:2]1[CH:7]=[CH:6][C:5]([N:8]=[C:9]=[O:10])=[CH:4][CH:3]=1.C(N(CC)CC)C.[Cl:18][C:19]1[N:20]([CH2:27][C@:28]([OH:32])([CH3:31])[CH2:29][OH:30])[CH:21]=[C:22]([N+:24]([O-:26])=[O:25])[N:23]=1. Product: [Cl:1][C:2]1[CH:7]=[CH:6][C:5]([NH:8][C:9](=[O:10])[O:30][CH2:29][C@@:28]([OH:32])([CH3:31])[CH2:27][N:20]2[CH:21]=[C:22]([N+:24]([O-:26])=[O:25])[N:23]=[C:19]2[Cl:18])=[CH:4][CH:3]=1. The catalyst class is: 1. (7) Reactant: [Cl:1][C:2]1[CH:3]=[C:4]2[CH:10]=[CH:9][NH:8][C:5]2=[N:6][CH:7]=1.[OH-].[K+].[CH2:13]([N:15]1[C:19]([CH:20]=[O:21])=[CH:18][C:17]([NH:22][CH2:23][C:24]2[CH:29]=[CH:28][C:27]([F:30])=[CH:26][CH:25]=2)=[N:16]1)[CH3:14]. Product: [Cl:1][C:2]1[CH:3]=[C:4]2[C:10]([C:20]([C:19]3[N:15]([CH2:13][CH3:14])[N:16]=[C:17]([NH:22][CH2:23][C:24]4[CH:29]=[CH:28][C:27]([F:30])=[CH:26][CH:25]=4)[CH:18]=3)=[O:21])=[CH:9][NH:8][C:5]2=[N:6][CH:7]=1. The catalyst class is: 5.